Dataset: Full USPTO retrosynthesis dataset with 1.9M reactions from patents (1976-2016). Task: Predict the reactants needed to synthesize the given product. (1) Given the product [Cl:1][C:2]1[N:7]=[CH:6][N:5]=[C:4]2[C:3]=1[N:9]=[C:21]([C:20]1[CH:23]=[CH:24][C:17]([Cl:16])=[CH:18][CH:19]=1)[NH:8]2, predict the reactants needed to synthesize it. The reactants are: [Cl:1][C:2]1[N:7]=[CH:6][N:5]=[C:4]([NH2:8])[C:3]=1[NH2:9].O1CCOCC1.[Cl:16][C:17]1[CH:24]=[CH:23][C:20]([CH:21]=O)=[CH:19][CH:18]=1. (2) Given the product [Cl:32][C:28]1[C:29]([CH3:31])=[CH:30][C:25]([S:22]([N:16]2[CH:17]=[CH:18][NH:19][C:20](=[O:21])[C@H:15]2[CH2:14][C:13](=[O:34])[N:10]2[CH2:9][CH2:8][CH:7]([CH2:6][N:35]3[CH2:39][CH2:38][CH2:37][CH2:36]3)[CH2:12][CH2:11]2)(=[O:23])=[O:24])=[C:26]([CH3:33])[CH:27]=1, predict the reactants needed to synthesize it. The reactants are: CS(O[CH2:6][CH:7]1[CH2:12][CH2:11][N:10]([C:13](=[O:34])[CH2:14][C@@H:15]2[C:20](=[O:21])[NH:19][CH:18]=[CH:17][N:16]2[S:22]([C:25]2[CH:30]=[C:29]([CH3:31])[C:28]([Cl:32])=[CH:27][C:26]=2[CH3:33])(=[O:24])=[O:23])[CH2:9][CH2:8]1)(=O)=O.[NH:35]1[CH2:39][CH2:38][CH2:37][CH2:36]1. (3) Given the product [CH3:38][O:39][C:40]1[C:47]([O:48][CH3:49])=[C:46]([O:50][CH3:51])[CH:45]=[C:44]([CH3:52])[C:41]=1[CH:42]([C:16]1[C:17]([O:20][CH3:21])=[N:18][CH:19]=[C:14]([Br:13])[C:15]=1[C:22]([F:25])([F:23])[F:24])[OH:43], predict the reactants needed to synthesize it. The reactants are: C([Li])CCC.C(NC(C)C)(C)C.[Br:13][C:14]1[C:15]([C:22]([F:25])([F:24])[F:23])=[CH:16][C:17]([O:20][CH3:21])=[N:18][CH:19]=1.FC(F)(F)C1C=CN=C(OC)C=1.[CH3:38][O:39][C:40]1[C:47]([O:48][CH3:49])=[C:46]([O:50][CH3:51])[CH:45]=[C:44]([CH3:52])[C:41]=1[CH:42]=[O:43]. (4) Given the product [CH3:35][O:36][C:37](=[O:48])[C:38]([C:41]1[CH:42]=[N:43][C:44]([C:21]2[CH:22]=[CH:23][C:18]([C:17]3[O:16][N:15]=[C:14]([CH3:33])[C:13]=3[NH:12][C:11]([O:10][CH:8]([C:3]3[CH:4]=[CH:5][CH:6]=[CH:7][C:2]=3[F:1])[CH3:9])=[O:34])=[CH:19][CH:20]=2)=[CH:45][CH:46]=1)([CH3:40])[CH3:39], predict the reactants needed to synthesize it. The reactants are: [F:1][C:2]1[CH:7]=[CH:6][CH:5]=[CH:4][C:3]=1[CH:8]([O:10][C:11](=[O:34])[NH:12][C:13]1[C:14]([CH3:33])=[N:15][O:16][C:17]=1[C:18]1[CH:23]=[CH:22][C:21](B2OC(C)(C)C(C)(C)O2)=[CH:20][CH:19]=1)[CH3:9].[CH3:35][O:36][C:37](=[O:48])[C:38]([C:41]1[CH:42]=[N:43][C:44](Cl)=[CH:45][CH:46]=1)([CH3:40])[CH3:39]. (5) Given the product [CH3:35][O:34][C:32](=[O:33])[C:31]1[CH:30]=[CH:29][C:28]([O:8][C:6]2[CH:5]=[CH:4][C:3]([CH:9]([CH3:24])[C:10]([OH:15])([C:16]3[CH:17]=[CH:18][C:19](=[O:23])[N:20]([CH3:22])[CH:21]=3)[C:11]([F:13])([F:14])[F:12])=[C:2]([Cl:1])[CH:7]=2)=[CH:27][C:26]=1[Cl:25], predict the reactants needed to synthesize it. The reactants are: [Cl:1][C:2]1[CH:7]=[C:6]([OH:8])[CH:5]=[CH:4][C:3]=1[CH:9]([CH3:24])[C:10]([C:16]1[CH:17]=[CH:18][C:19](=[O:23])[N:20]([CH3:22])[CH:21]=1)([OH:15])[C:11]([F:14])([F:13])[F:12].[Cl:25][C:26]1[CH:27]=[C:28](B(O)O)[CH:29]=[CH:30][C:31]=1[C:32]([O:34][CH3:35])=[O:33]. (6) Given the product [CH3:12][C:13]1([CH3:18])[CH2:16][O:11][B:9]([C:6]2[CH:5]=[CH:4][C:3]([CH:1]=[O:2])=[CH:8][CH:7]=2)[O:10][CH2:14]1, predict the reactants needed to synthesize it. The reactants are: [CH:1]([C:3]1[CH:8]=[CH:7][C:6]([B:9]([OH:11])[OH:10])=[CH:5][CH:4]=1)=[O:2].[CH3:12][C:13]([CH3:18])([CH2:16]O)[CH2:14]O.O. (7) Given the product [Cl:1][C:2]1[CH:3]=[CH:4][C:5]([C:8]2[NH:12][C:11](=[O:16])[N:10]([CH2:17][C:18]([NH:20][C:21]([CH3:34])([C:24]3[CH:29]=[CH:28][CH:27]=[C:26]([C:30]([F:32])([F:33])[F:31])[CH:25]=3)[CH3:22])=[O:19])[N:9]=2)=[CH:6][CH:7]=1, predict the reactants needed to synthesize it. The reactants are: [Cl:1][C:2]1[CH:7]=[CH:6][C:5]([C:8]2[N:12](CC=C)[C:11](=[O:16])[N:10]([CH2:17][C:18]([NH:20][CH:21]([C:24]3[CH:29]=[CH:28][CH:27]=[C:26]([C:30]([F:33])([F:32])[F:31])[CH:25]=3)[CH2:22]C)=[O:19])[N:9]=2)=[CH:4][CH:3]=1.[CH2:34](N(CC)CC)C.C(O)=O. (8) Given the product [Cl:21][C:22]1[CH:30]=[CH:29][C:28]([Cl:31])=[CH:27][C:23]=1[C:24]1[O:15][N:14]=[C:13]([CH2:12][N:8]2[C:9]3[C:5](=[C:4]([C:17]([F:19])([F:20])[F:18])[C:3]([C:1]#[N:2])=[CH:11][CH:10]=3)[CH:6]=[CH:7]2)[N:16]=1, predict the reactants needed to synthesize it. The reactants are: [C:1]([C:3]1[C:4]([C:17]([F:20])([F:19])[F:18])=[C:5]2[C:9](=[CH:10][CH:11]=1)[N:8]([CH2:12][C:13](=[NH:16])[NH:14][OH:15])[CH:7]=[CH:6]2)#[N:2].[Cl:21][C:22]1[CH:30]=[CH:29][C:28]([Cl:31])=[CH:27][C:23]=1[C:24](O)=O. (9) Given the product [I:14][C:10]1[CH:9]=[C:8]2[C:13](=[CH:12][CH:11]=1)[N:5]([CH2:4][CH:3]([O:2][CH3:1])[OH:15])[N:6]=[CH:7]2, predict the reactants needed to synthesize it. The reactants are: [CH3:1][O:2][CH:3]([O:15]C)[CH2:4][N:5]1[C:13]2[C:8](=[CH:9][C:10]([I:14])=[CH:11][CH:12]=2)[CH:7]=[N:6]1.Cl.